From a dataset of Catalyst prediction with 721,799 reactions and 888 catalyst types from USPTO. Predict which catalyst facilitates the given reaction. (1) Reactant: O[C:2]1([OH:20])[C:10](=[O:11])[C:9]2[C:4](=[CH:5][CH:6]=[C:7]([N+:16]([O-:18])=[O:17])[C:8]=2[NH:12][C:13](=[O:15])[CH3:14])[C:3]1=[O:19].[Se]=O.CC(O)=O.[CH:27]([C:30]1[CH:35]=[CH:34][CH:33]=[C:32]([O:36][CH3:37])[CH:31]=1)([CH3:29])[CH3:28]. Product: [OH:20][C:2]1([C:33]2[CH:34]=[CH:35][C:30]([CH:27]([CH3:29])[CH3:28])=[CH:31][C:32]=2[O:36][CH3:37])[C:10](=[O:11])[C:9]2[C:4](=[CH:5][CH:6]=[C:7]([N+:16]([O-:18])=[O:17])[C:8]=2[NH:12][C:13](=[O:15])[CH3:14])[C:3]1=[O:19]. The catalyst class is: 12. (2) The catalyst class is: 10. Reactant: [CH:1]1([N:7]=[C:8]=[O:9])[CH2:6][CH2:5][CH2:4][CH2:3][CH2:2]1.[NH2:10][CH2:11][CH2:12][CH2:13][N:14]1[CH2:18][CH2:17][CH2:16][CH2:15]1. Product: [CH:1]1([NH:7][C:8]([NH:10][CH2:11][CH2:12][CH2:13][N:14]2[CH2:18][CH2:17][CH2:16][CH2:15]2)=[O:9])[CH2:6][CH2:5][CH2:4][CH2:3][CH2:2]1. (3) Reactant: Br[C:2]1[CH:7]=[CH:6][C:5]([O:8][CH2:9][CH3:10])=[CH:4][C:3]=1[C:11]([F:14])([F:13])[F:12].C([Li])CCC.CCCCCC.[B:26]([O:35]C(C)C)([O:31]C(C)C)[O:27]C(C)C.Cl. Product: [CH2:9]([O:8][C:5]1[CH:6]=[CH:7][C:2]([O:27][B:26]([OH:35])[OH:31])=[C:3]([C:11]([F:14])([F:13])[F:12])[CH:4]=1)[CH3:10]. The catalyst class is: 7. (4) Reactant: [I:1][C:2]1[CH:7]=[CH:6][C:5]([N:8]2[CH:12]=[C:11]([CH2:13]O)[N:10]=[C:9]2[S:15][CH3:16])=[CH:4][CH:3]=1.C1(P([N:31]=[N+:32]=[N-:33])(C2C=CC=CC=2)=O)C=CC=CC=1.C1CCN2C(=NCCC2)CC1.O. Product: [N:31]([CH2:13][C:11]1[N:10]=[C:9]([S:15][CH3:16])[N:8]([C:5]2[CH:6]=[CH:7][C:2]([I:1])=[CH:3][CH:4]=2)[CH:12]=1)=[N+:32]=[N-:33]. The catalyst class is: 225.